This data is from Full USPTO retrosynthesis dataset with 1.9M reactions from patents (1976-2016). The task is: Predict the reactants needed to synthesize the given product. (1) Given the product [ClH:40].[CH3:1][O:2][CH2:3][CH2:4][N:5]([CH2:22][C:23]1[CH:24]=[CH:25][C:26]([S:29][C:30]([CH3:39])([CH3:38])[C:31]([OH:33])=[O:32])=[CH:27][CH:28]=1)[C:6]1[CH:11]=[CH:10][N:9]=[C:8]([C:12]2[CH:17]=[CH:16][CH:15]=[C:14]([C:18]([F:20])([F:19])[F:21])[CH:13]=2)[N:7]=1, predict the reactants needed to synthesize it. The reactants are: [CH3:1][O:2][CH2:3][CH2:4][N:5]([CH2:22][C:23]1[CH:28]=[CH:27][C:26]([S:29][C:30]([CH3:39])([CH3:38])[C:31]([O:33]C(C)(C)C)=[O:32])=[CH:25][CH:24]=1)[C:6]1[CH:11]=[CH:10][N:9]=[C:8]([C:12]2[CH:17]=[CH:16][CH:15]=[C:14]([C:18]([F:21])([F:20])[F:19])[CH:13]=2)[N:7]=1.[ClH:40]. (2) Given the product [S:3]1[C:7]2[CH:8]=[CH:9][CH:10]=[CH:11][C:6]=2[N:5]=[C:4]1[NH:12][C:13]([C:15]1[CH:16]=[CH:17][CH:18]=[C:19]2[C:24]=1[CH2:23][N:22]([C:26]1[S:27][CH:28]=[C:29]([C:31]([O:33][CH3:34])=[O:32])[N:30]=1)[CH2:21][CH2:20]2)=[O:14], predict the reactants needed to synthesize it. The reactants are: Cl.Cl.[S:3]1[C:7]2[CH:8]=[CH:9][CH:10]=[CH:11][C:6]=2[N:5]=[C:4]1[NH:12][C:13]([C:15]1[CH:16]=[CH:17][CH:18]=[C:19]2[C:24]=1[CH2:23][NH:22][CH2:21][CH2:20]2)=[O:14].Cl[C:26]1[S:27][CH:28]=[C:29]([C:31]([O:33][CH3:34])=[O:32])[N:30]=1.C([O-])([O-])=O.[Cs+].[Cs+].Cl. (3) The reactants are: [CH3:1][O:2][C:3]1[CH:8]=[CH:7][C:6]([CH2:9][Cl:10])=[CH:5][C:4]=1[CH3:11].[C:12]1([P:18]([C:25]2[CH:30]=[CH:29][CH:28]=[CH:27][CH:26]=2)[C:19]2[CH:24]=[CH:23][CH:22]=[CH:21][CH:20]=2)[CH:17]=[CH:16][CH:15]=[CH:14][CH:13]=1. Given the product [Cl-:10].[CH3:1][O:2][C:3]1[CH:8]=[CH:7][C:6]([CH2:9][P+:18]([C:19]2[CH:20]=[CH:21][CH:22]=[CH:23][CH:24]=2)([C:25]2[CH:30]=[CH:29][CH:28]=[CH:27][CH:26]=2)[C:12]2[CH:13]=[CH:14][CH:15]=[CH:16][CH:17]=2)=[CH:5][C:4]=1[CH3:11], predict the reactants needed to synthesize it. (4) Given the product [F:2][C:3]1[CH:4]=[CH:5][C:6]([NH:9][C:10]([NH:11][N:12]=[C:23]2[C:22]3[C:17](=[CH:18][CH:19]=[C:20]([S:25][CH2:26][CH2:27][CH2:28][C:29]4[CH:30]=[CH:31][C:32]([C:33]([OH:35])=[O:34])=[CH:36][CH:37]=4)[CH:21]=3)[N:16]([CH2:38][CH2:39][CH2:40][CH2:41][CH3:42])[C:15]2=[O:14])=[O:13])=[CH:7][CH:8]=1, predict the reactants needed to synthesize it. The reactants are: Cl.[F:2][C:3]1[CH:8]=[CH:7][C:6]([NH:9][C:10](=[O:13])[NH:11][NH2:12])=[CH:5][CH:4]=1.[O:14]=[C:15]1[C:23](=O)[C:22]2[C:17](=[CH:18][CH:19]=[C:20]([S:25][CH2:26][CH2:27][CH2:28][C:29]3[CH:37]=[CH:36][C:32]([C:33]([OH:35])=[O:34])=[CH:31][CH:30]=3)[CH:21]=2)[N:16]1[CH2:38][CH2:39][CH2:40][CH2:41][CH3:42]. (5) Given the product [Cl:11][CH2:12][C:13]1[N:9]=[C:8]([S:7][CH3:6])[N:10]=[C:15]([OH:16])[CH:14]=1, predict the reactants needed to synthesize it. The reactants are: S(O)(O)(=O)=O.[CH3:6][S:7][C:8](=[NH:10])[NH2:9].[Cl:11][CH2:12][C:13](=O)[CH2:14][C:15](OCC)=[O:16].C(=O)([O-])[O-].[Na+].[Na+]. (6) Given the product [Cl:22][C:19]1[CH:20]=[CH:21][C:16](/[CH:3]=[CH:2]/[CH2:1][N:4]2[C:12]3[C:7](=[CH:8][CH:9]=[CH:10][CH:11]=3)[C:6](=[O:13])[C:5]2=[O:14])=[CH:17][C:18]=1[C:23]([F:24])([F:25])[F:26], predict the reactants needed to synthesize it. The reactants are: [CH2:1]([N:4]1[C:12]2[C:7](=[CH:8][CH:9]=[CH:10][CH:11]=2)[C:6](=[O:13])[C:5]1=[O:14])[CH:2]=[CH2:3].Br[C:16]1[CH:21]=[CH:20][C:19]([Cl:22])=[C:18]([C:23]([F:26])([F:25])[F:24])[CH:17]=1.C1(N(C)C2CCCCC2)CCCCC1. (7) Given the product [Cl:12][C:13]1[C:14]([C:19]([NH:1][C:2]2[CH:7]=[C:6]([C:8]([F:9])([F:11])[F:10])[CH:5]=[CH:4][N:3]=2)=[O:20])=[N:15][CH:16]=[CH:17][CH:18]=1, predict the reactants needed to synthesize it. The reactants are: [NH2:1][C:2]1[CH:7]=[C:6]([C:8]([F:11])([F:10])[F:9])[CH:5]=[CH:4][N:3]=1.[Cl:12][C:13]1[C:14]([C:19](O)=[O:20])=[N:15][CH:16]=[CH:17][CH:18]=1.CCN=C=NCCCN(C)C.Cl.C1C=CC2N(O)N=NC=2C=1.C(=O)(O)[O-].[Na+]. (8) Given the product [CH2:1]([N:3]1[C:11]2[C:6](=[CH:7][C:8]([N+:17]([O-:19])=[O:18])=[C:9]([O:12][CH3:13])[CH:10]=2)[C:5]([C:14]#[N:15])=[C:4]1[I:16])[CH3:2], predict the reactants needed to synthesize it. The reactants are: [CH2:1]([N:3]1[C:11]2[C:6](=[CH:7][CH:8]=[C:9]([O:12][CH3:13])[CH:10]=2)[C:5]([C:14]#[N:15])=[C:4]1[I:16])[CH3:2].[N+:17]([O-])([OH:19])=[O:18].